Predict the reactants needed to synthesize the given product. From a dataset of Full USPTO retrosynthesis dataset with 1.9M reactions from patents (1976-2016). Given the product [C:21]([O:20][C:18]([N:10]1[C@H:11]([C:12]2[CH:17]=[CH:16][CH:15]=[CH:14][CH:13]=2)[C@H:7]([C:1]2[CH:6]=[CH:5][CH:4]=[CH:3][CH:2]=2)[N:8]=[C:9]1[NH:35][CH2:27][CH2:28][C:29]1[CH:34]=[CH:33][CH:32]=[CH:31][CH:30]=1)=[O:19])([CH3:24])([CH3:23])[CH3:22], predict the reactants needed to synthesize it. The reactants are: [C:1]1([C@H:7]2[C@@H:11]([C:12]3[CH:17]=[CH:16][CH:15]=[CH:14][CH:13]=3)[N:10]([C:18]([O:20][C:21]([CH3:24])([CH3:23])[CH3:22])=[O:19])[C:9](SC)=[N:8]2)[CH:6]=[CH:5][CH:4]=[CH:3][CH:2]=1.[CH2:27]([NH2:35])[CH2:28][C:29]1[CH:34]=[CH:33][CH:32]=[CH:31][CH:30]=1.